This data is from Forward reaction prediction with 1.9M reactions from USPTO patents (1976-2016). The task is: Predict the product of the given reaction. (1) Given the reactants Cl.[NH2:2][C:3]1[CH:4]=[CH:5][C:6]([CH3:22])=[C:7]([NH:9][C:10]([C:12]2[CH:13]=[C:14]3[C:19](=[CH:20][CH:21]=2)[N:18]=[CH:17][CH:16]=[N:15]3)=[O:11])[CH:8]=1.[CH3:23][S:24][C:25]1[CH:26]=[C:27]([CH:31]=[CH:32][CH:33]=1)[C:28](O)=[O:29].CN(C(ON1N=NC2C=CC=NC1=2)=[N+](C)C)C.F[P-](F)(F)(F)(F)F.CCN(C(C)C)C(C)C, predict the reaction product. The product is: [CH3:22][C:6]1[CH:5]=[CH:4][C:3]([NH:2][C:28](=[O:29])[C:27]2[CH:31]=[CH:32][CH:33]=[C:25]([S:24][CH3:23])[CH:26]=2)=[CH:8][C:7]=1[NH:9][C:10]([C:12]1[CH:13]=[C:14]2[C:19](=[CH:20][CH:21]=1)[N:18]=[CH:17][CH:16]=[N:15]2)=[O:11]. (2) Given the reactants Cl.[NH:2]1[C:10]2[C:5](=[CH:6][CH:7]=[CH:8][CH:9]=2)[CH:4]=[C:3]1[C:11]1[N:12]=[C:13]([CH:21]2[CH2:26][CH2:25][NH:24][CH2:23][CH2:22]2)[N:14]2[CH:19]=[CH:18][N:17]=[C:16]([NH2:20])[C:15]=12.Cl.CN(C)CCCN=C=NCC.C(N(CC)C(C)C)(C)C.[CH:48](O)=[O:49], predict the reaction product. The product is: [NH2:20][C:16]1[C:15]2[N:14]([C:13]([CH:21]3[CH2:26][CH2:25][N:24]([CH:48]=[O:49])[CH2:23][CH2:22]3)=[N:12][C:11]=2[C:3]2[NH:2][C:10]3[C:5]([CH:4]=2)=[CH:6][CH:7]=[CH:8][CH:9]=3)[CH:19]=[CH:18][N:17]=1. (3) Given the reactants [NH:1]1[CH:5]=[CH:4][N:3]=[C:2]1[C:6]1[C:14]2[C:9](=[CH:10][CH:11]=[CH:12][CH:13]=2)[N:8]([S:15]([C:18]2[CH:23]=[CH:22][CH:21]=[CH:20][CH:19]=2)(=[O:17])=[O:16])[CH:7]=1.[H-].[Na+].[C:26]1([S:32](Cl)(=[O:34])=[O:33])[CH:31]=[CH:30][CH:29]=[CH:28][CH:27]=1, predict the reaction product. The product is: [C:18]1([S:15]([N:8]2[C:9]3[C:14](=[CH:13][CH:12]=[CH:11][CH:10]=3)[C:6]([C:2]3[N:3]([S:32]([C:26]4[CH:31]=[CH:30][CH:29]=[CH:28][CH:27]=4)(=[O:34])=[O:33])[CH:4]=[CH:5][N:1]=3)=[CH:7]2)(=[O:17])=[O:16])[CH:23]=[CH:22][CH:21]=[CH:20][CH:19]=1. (4) Given the reactants [CH3:1][C:2]([CH3:10])([CH:4]([OH:9])[CH2:5][CH2:6][CH2:7][CH3:8])[CH3:3].[Cr](Cl)([O-])(=O)=O.[NH+]1C=CC=CC=1, predict the reaction product. The product is: [CH3:1][C:2]([CH3:10])([C:4](=[O:9])[CH2:5][CH2:6][CH2:7][CH3:8])[CH3:3]. (5) Given the reactants Br[C:2]1[S:6][C:5]([C:7]([OH:9])=[O:8])=[CH:4][CH:3]=1.C([O-])([O-])=O.[K+].[K+].CC1(C)COB([C:23]2[N:27]([CH3:28])[N:26]=[CH:25][CH:24]=2)OC1, predict the reaction product. The product is: [CH3:28][N:27]1[C:23]([C:2]2[S:6][C:5]([C:7]([OH:9])=[O:8])=[CH:4][CH:3]=2)=[CH:24][CH:25]=[N:26]1. (6) Given the reactants [N:1]1[CH:6]=C[CH:4]=[CH:3][C:2]=1CN(CC1C(=NNC2C=CC(F)=C(F)C=2)C(N)=NN=1)C[C:2]1[CH:3]=[CH:4]C=[CH:6][N:1]=1.C(O[C:36](=O)[CH2:37][N:38]([CH2:45][C:46]1[C:50](=[N:51][NH:52][C:53]2[CH:58]=[CH:57][C:56]([F:59])=[C:55]([F:60])[CH:54]=2)[C:49]([NH2:61])=[N:48][N:47]=1)[CH2:39][C:40](OCC)=O)C, predict the reaction product. The product is: [N:1]1[CH:2]=[CH:3][CH:4]=[C:40]([CH2:39][N:38]([CH2:45][C:46]2[C:50](=[N:51][NH:52][C:53]3[CH:58]=[CH:57][C:56]([F:59])=[C:55]([F:60])[CH:54]=3)[C:49]([NH2:61])=[N:48][N:47]=2)[CH2:37][C:36]2[CH:6]=[N:1][CH:2]=[CH:3][CH:4]=2)[CH:6]=1. (7) Given the reactants [N:1]([C@H:4]1[C@@H:9]([O:10][CH2:11][C:12]2[CH:17]=[CH:16][CH:15]=[CH:14][CH:13]=2)[C@H:8]([O:18][CH2:19]C2C=CC=CC=2)[C@@H:7]([CH2:26][O:27]CC2C=CC=CC=2)[O:6][C@@H:5]1[CH2:35][P:36]([O:41][CH2:42][CH3:43])(=[O:40])[O:37][CH2:38][CH3:39])=[N+:2]=[N-:3].C(Cl)Cl, predict the reaction product. The product is: [C:5]([O:27][CH2:26][C@H:7]1[O:6][C@H:5]([CH2:35][P:36]([O:37][CH2:38][CH3:39])(=[O:40])[O:41][CH2:42][CH3:43])[C@@H:4]([N:1]=[N+:2]=[N-:3])[C@@H:9]([O:10][CH2:11][C:12]2[CH:17]=[CH:16][CH:15]=[CH:14][CH:13]=2)[C@@H:8]1[O:18][CH2:19][C:12]1[CH:17]=[CH:16][CH:15]=[CH:14][CH:13]=1)(=[O:6])[CH3:4]. (8) Given the reactants Cl[CH2:2][N:3]1[CH:7]=[C:6]([S:8][C:9]([Cl:12])([Cl:11])[F:10])[CH:5]=[N:4]1.[F:13][C:14]([F:23])([F:22])[CH2:15][CH2:16][CH:17]([C:20]#[N:21])[C:18]#[N:19].C(=O)([O-])[O-].[K+].[K+].O, predict the reaction product. The product is: [Cl:11][C:9]([Cl:12])([F:10])[S:8][C:6]1[CH:5]=[N:4][N:3]([CH2:2][C:17]([CH2:16][CH2:15][C:14]([F:13])([F:22])[F:23])([C:18]#[N:19])[C:20]#[N:21])[CH:7]=1. (9) Given the reactants [CH2:1]([O:8][N:9]1[C:14]2[N:15]=[C:16](S(C)(=O)=O)[N:17]=[CH:18][C:13]=2[C:12]([NH:23][CH2:24][C:25]2[CH:30]=[CH:29]C(OC)=C[CH:26]=2)=[C:11](C(OCC)=O)[C:10]1=[O:38])[C:2]1[CH:7]=[CH:6][CH:5]=[CH:4][CH:3]=1.[OH-:39].[Na+].O1[CH2:46][CH2:45][O:44][CH2:43]C1, predict the reaction product. The product is: [CH2:1]([O:8][N:9]1[C:14]2[N:15]=[C:16]([OH:39])[N:17]=[CH:18][C:13]=2[C:12]([NH:23][CH2:24][C:25]2[CH:26]=[CH:46][C:45]([O:44][CH3:43])=[CH:29][CH:30]=2)=[CH:11][C:10]1=[O:38])[C:2]1[CH:3]=[CH:4][CH:5]=[CH:6][CH:7]=1. (10) Given the reactants [CH3:1][N:2]1[C:6]([NH:7][C:8](=[O:17])[C:9](=[O:16])[C:10]2[CH:15]=[CH:14][CH:13]=[CH:12][CH:11]=2)=[CH:5][C:4]([CH3:18])=[N:3]1.C[Si]([N-][Si](C)(C)C)(C)C.[K+].Br[CH2:30][CH2:31][C:32]1[CH:37]=[CH:36][C:35]([C:38]([F:41])([F:40])[F:39])=[CH:34][CH:33]=1.C(=O)([O-])[O-].[Cs+].[Cs+], predict the reaction product. The product is: [CH3:1][N:2]1[C:6]([N:7]([CH2:30][CH2:31][C:32]2[CH:33]=[CH:34][C:35]([C:38]([F:39])([F:40])[F:41])=[CH:36][CH:37]=2)[C:8](=[O:17])[C:9](=[O:16])[C:10]2[CH:11]=[CH:12][CH:13]=[CH:14][CH:15]=2)=[CH:5][C:4]([CH3:18])=[N:3]1.